Task: Predict the reaction yield, written as a fraction of the theoretical maximum amount of product (1.0 means a 100% yield; for example, 0.34 means a 34% yield).. Dataset: Reaction yield outcomes from USPTO patents with 853,638 reactions (1) The reactants are [CH:1]([N:4]1[CH:8]=[C:7]([C:9]2[N:14]=[C:13]([C:15]3[CH:16]=[N:17][NH:18][CH:19]=3)[N:12]3[CH:20]=[CH:21][N:22]=[C:11]3[CH:10]=2)[CH:6]=[N:5]1)([CH3:3])[CH3:2].[CH:23]1([CH:26]=[CH:27][C:28]#[N:29])[CH2:25][CH2:24]1.C(#N)C.C1CCN2C(=NCCC2)CC1. The catalyst is ClCCl. The product is [CH:23]1([CH:26]([N:17]2[CH:16]=[C:15]([C:13]3[N:12]4[CH:20]=[CH:21][N:22]=[C:11]4[CH:10]=[C:9]([C:7]4[CH:6]=[N:5][N:4]([CH:1]([CH3:3])[CH3:2])[CH:8]=4)[N:14]=3)[CH:19]=[N:18]2)[CH2:27][C:28]#[N:29])[CH2:25][CH2:24]1. The yield is 0.589. (2) The reactants are [C:1]([O:5][C:6](=[O:37])[NH:7][C:8]1[CH:13]=[CH:12][CH:11]=[C:10]([C:14]2[CH:19]=[CH:18][C:17]([S:20]([N:23]3[CH2:27][CH2:26][CH2:25][CH:24]3[C:28](C)(C)[O:29][SiH2]C(C)(C)C)(=[O:22])=[O:21])=[CH:16][CH:15]=2)[N:9]=1)([CH3:4])([CH3:3])[CH3:2].CCCC[N+](CCCC)(CCCC)CCCC.[F-]. The catalyst is C(Cl)Cl. The product is [C:1]([O:5][C:6](=[O:37])[NH:7][C:8]1[CH:13]=[CH:12][CH:11]=[C:10]([C:14]2[CH:19]=[CH:18][C:17]([S:20]([N:23]3[CH2:27][CH2:26][CH2:25][CH:24]3[CH2:28][OH:29])(=[O:22])=[O:21])=[CH:16][CH:15]=2)[N:9]=1)([CH3:4])([CH3:2])[CH3:3]. The yield is 0.860. (3) The reactants are [CH:1](=O)[C:2]1[CH:7]=[CH:6][CH:5]=[CH:4][CH:3]=1.Cl.[NH2:10][OH:11].[OH-].[Na+]. The catalyst is C(O)C.O. The product is [CH:1](=[N:10]/[OH:11])/[C:2]1[CH:7]=[CH:6][CH:5]=[CH:4][CH:3]=1. The yield is 0.880. (4) The reactants are Br[CH2:2][C:3]#[N:4].[C:5]1(=[O:15])[NH:9][C:8](=[O:10])[C:7]2=[CH:11][CH:12]=[CH:13][CH:14]=[C:6]12.[K].O. The catalyst is CN(C)C=O. The product is [O:10]=[C:8]1[C:7]2[C:6](=[CH:14][CH:13]=[CH:12][CH:11]=2)[C:5](=[O:15])[N:9]1[CH2:2][C:3]#[N:4]. The yield is 0.800. (5) The reactants are [N:1]1C=CC=CC=1.[F:7][C:8]1[CH:14]=[CH:13][C:12]([CH3:15])=[CH:11][C:9]=1N.[CH3:16][S:17](Cl)(=[O:19])=[O:18]. The catalyst is C(Cl)Cl. The product is [F:7][C:8]1[CH:14]=[CH:13][C:12]([CH3:15])=[C:11]([NH:1][S:17]([CH3:16])(=[O:19])=[O:18])[CH:9]=1. The yield is 0.900. (6) The reactants are [NH2:1][C:2]1[CH:7]=[CH:6][CH:5]=[CH:4][N:3]=1.[C:8](Cl)(Cl)=[S:9]. The catalyst is C1COCC1. The product is [N:1]([C:2]1[CH:7]=[CH:6][CH:5]=[CH:4][N:3]=1)=[C:8]=[S:9]. The yield is 0.630.